This data is from Reaction yield outcomes from USPTO patents with 853,638 reactions. The task is: Predict the reaction yield, written as a fraction of the theoretical maximum amount of product (1.0 means a 100% yield; for example, 0.34 means a 34% yield). (1) The reactants are [F:1][C@H:2]1[C@H:7]([O:8][C:9]2[CH:14]=[CH:13][C:12]([N+:15]([O-:17])=[O:16])=[CH:11][C:10]=2[C:18]([F:21])([F:20])[F:19])[CH2:6][CH2:5][NH:4][CH2:3]1.[O:22]1[CH2:25][C:24](=O)[CH2:23]1.C(O[BH-](OC(=O)C)OC(=O)C)(=O)C.[Na+]. The catalyst is ClCCCl. The product is [F:1][C@H:2]1[C@H:7]([O:8][C:9]2[CH:14]=[CH:13][C:12]([N+:15]([O-:17])=[O:16])=[CH:11][C:10]=2[C:18]([F:21])([F:19])[F:20])[CH2:6][CH2:5][N:4]([CH:24]2[CH2:25][O:22][CH2:23]2)[CH2:3]1. The yield is 0.660. (2) The reactants are Cl[C:2](Cl)([O:4]C(=O)OC(Cl)(Cl)Cl)Cl.[CH2:13]([O:20][NH:21][C@H:22]1[CH2:27][NH:26][C@H:25]([C:28]([O:30][CH2:31][CH3:32])=[O:29])[CH2:24][CH2:23]1)[C:14]1[CH:19]=[CH:18][CH:17]=[CH:16][CH:15]=1.CCN(C(C)C)C(C)C. The catalyst is C(Cl)Cl. The product is [CH2:13]([O:20][N:21]1[C:2](=[O:4])[N:26]2[CH2:27][C@H:22]1[CH2:23][CH2:24][C@H:25]2[C:28]([O:30][CH2:31][CH3:32])=[O:29])[C:14]1[CH:15]=[CH:16][CH:17]=[CH:18][CH:19]=1. The yield is 0.500. (3) The reactants are [C:1]1([Si:7](Cl)([Cl:9])[Cl:8])[CH:6]=[CH:5][CH:4]=[CH:3][CH:2]=1.C[SiH](Cl)Cl. The catalyst is [Cl-].C([P+](CCCC)(CCCC)CCCC)CCC. The product is [C:1]1([SiH:7]([Cl:9])[Cl:8])[CH:6]=[CH:5][CH:4]=[CH:3][CH:2]=1. The yield is 0.800. (4) The reactants are [O:1]1[C:5]2[CH:6]=[CH:7][CH:8]=[CH:9][C:4]=2[N:3]=[C:2]1[C:10]1[CH:11]=[CH:12][C:13]([NH:17][CH:18]2[CH2:23][CH2:22][O:21][CH2:20][CH2:19]2)=[C:14]([CH:16]=1)[NH2:15].[N:24]1[CH:29]=[CH:28][CH:27]=[C:26]([CH:30]=O)[CH:25]=1.OOS([O-])=O.[K+].C(=O)([O-])[O-].[K+].[K+]. The catalyst is CN(C=O)C.O. The product is [O:1]1[C:5]2[CH:6]=[CH:7][CH:8]=[CH:9][C:4]=2[N:3]=[C:2]1[C:10]1[CH:11]=[CH:12][C:13]2[N:17]([CH:18]3[CH2:23][CH2:22][O:21][CH2:20][CH2:19]3)[C:30]([C:26]3[CH:25]=[N:24][CH:29]=[CH:28][CH:27]=3)=[N:15][C:14]=2[CH:16]=1. The yield is 0.495. (5) The reactants are [I:1][C:2]1[CH:7]=[CH:6][C:5]([C:8]2[NH:12][C:11]([C@@H:13]([N:22]3[C:26](=[O:27])[C@@H:25]([CH2:28][C:29]([OH:31])=O)[NH:24][C:23]3=[O:32])[C@H:14]([C:16]3[CH:21]=[CH:20][CH:19]=[CH:18][CH:17]=3)[CH3:15])=[N:10][CH:9]=2)=[CH:4][CH:3]=1.[CH:33]([O:35][CH2:36][CH2:37][O:38][NH2:39])=[CH2:34].C(N(CC)C(C)C)(C)C. The catalyst is CN(C)C=O.C(OCC)(=O)C. The product is [I:1][C:2]1[CH:3]=[CH:4][C:5]([C:8]2[NH:12][C:11]([C@@H:13]([N:22]3[C:26](=[O:27])[C@@H:25]([CH2:28][C:29]([NH:39][O:38][CH2:37][CH2:36][O:35][CH:33]=[CH2:34])=[O:31])[NH:24][C:23]3=[O:32])[C@H:14]([C:16]3[CH:17]=[CH:18][CH:19]=[CH:20][CH:21]=3)[CH3:15])=[N:10][CH:9]=2)=[CH:6][CH:7]=1. The yield is 0.610. (6) The reactants are [S:1]1[CH:5]=[CH:4][N:3]=[C:2]1[C:6]([OH:8])=[O:7].CN(C=O)C.C(Cl)(=O)C(Cl)=O.[CH3:20][C:21]([O-])([CH3:23])[CH3:22].[K+]. The catalyst is C(Cl)Cl.CCOC(C)=O.CCCCCCC.O. The product is [S:1]1[CH:5]=[CH:4][N:3]=[C:2]1[C:6]([O:8][C:21]([CH3:23])([CH3:22])[CH3:20])=[O:7]. The yield is 0.670.